From a dataset of Reaction yield outcomes from USPTO patents with 853,638 reactions. Predict the reaction yield, written as a fraction of the theoretical maximum amount of product (1.0 means a 100% yield; for example, 0.34 means a 34% yield). (1) The reactants are [CH3:1][C:2]1[NH:3][C:4]([NH2:7])=[N:5][N:6]=1.[CH3:8][O:9][CH2:10][C:11](=O)[CH3:12].C([BH3-])#N.[Na+].O. The catalyst is C(O)(=O)C. The product is [CH3:8][O:9][CH2:10][CH:11]([NH:7][C:4]1[NH:3][C:2]([CH3:1])=[N:6][N:5]=1)[CH3:12]. The yield is 0.320. (2) The reactants are [C:1]([O:5][C:6]([N:8]1[CH2:12][CH2:11][CH2:10][C@@H:9]1[CH2:13][O:14][C:15]1[CH:20]=[CH:19][C:18]([OH:21])=[CH:17][CH:16]=1)=[O:7])([CH3:4])([CH3:3])[CH3:2].[Cl:22][C:23]1[CH:30]=[C:29]([Cl:31])[CH:28]=[CH:27][C:24]=1[CH2:25]Cl.C([O-])([O-])=O.[Cs+].[Cs+]. The catalyst is CN(C=O)C. The product is [C:1]([O:5][C:6]([N:8]1[CH2:12][CH2:11][CH2:10][C@@H:9]1[CH2:13][O:14][C:15]1[CH:20]=[CH:19][C:18]([O:21][CH2:25][C:24]2[CH:27]=[CH:28][C:29]([Cl:31])=[CH:30][C:23]=2[Cl:22])=[CH:17][CH:16]=1)=[O:7])([CH3:4])([CH3:2])[CH3:3]. The yield is 0.550. (3) The reactants are [Cl:1][C:2]1[CH:7]=[CH:6][C:5]([S:8][CH2:9][C:10](=O)[CH3:11])=[CH:4][CH:3]=1. The catalyst is O. The product is [Cl:1][C:2]1[CH:7]=[CH:6][C:5]2[S:8][CH:9]=[C:10]([CH3:11])[C:4]=2[CH:3]=1. The yield is 0.400.